From a dataset of Catalyst prediction with 721,799 reactions and 888 catalyst types from USPTO. Predict which catalyst facilitates the given reaction. (1) Reactant: [CH3:1][C:2]1[CH:11]=[CH:10][C:9]2[C:4](=[CH:5][CH:6]=[CH:7][C:8]=2[N:12]2[CH2:17][CH2:16][N:15]([CH2:18][CH2:19][O:20][C:21]3[CH:22]=[CH:23][C:24]4[O:29][CH2:28][C:27](=[O:30])[NH:26][C:25]=4[CH:31]=3)[CH2:14][CH2:13]2)[N:3]=1.[H-].[Na+].[CH3:34]I. Product: [CH3:34][N:26]1[C:25]2[CH:31]=[C:21]([O:20][CH2:19][CH2:18][N:15]3[CH2:14][CH2:13][N:12]([C:8]4[CH:7]=[CH:6][CH:5]=[C:4]5[C:9]=4[CH:10]=[CH:11][C:2]([CH3:1])=[N:3]5)[CH2:17][CH2:16]3)[CH:22]=[CH:23][C:24]=2[O:29][CH2:28][C:27]1=[O:30]. The catalyst class is: 3. (2) Reactant: Cl[CH2:2][CH2:3][S:4](Cl)(=[O:6])=[O:5].[H-].[Na+].[CH3:10][C:11]1[CH:30]=[CH:29][C:14]([O:15][C:16]2[CH:21]=[CH:20][C:19]([C:22]3[C:23]([NH2:28])=[N:24][CH:25]=[CH:26][CH:27]=3)=[CH:18][CH:17]=2)=[CH:13][CH:12]=1. Product: [CH3:10][C:11]1[CH:12]=[CH:13][C:14]([O:15][C:16]2[CH:21]=[CH:20][C:19]([C:22]3[C:23]4=[N:28][S:4](=[O:6])(=[O:5])[CH2:3][CH2:2][N:24]4[CH:25]=[CH:26][CH:27]=3)=[CH:18][CH:17]=2)=[CH:29][CH:30]=1. The catalyst class is: 1. (3) Reactant: [OH:1][C:2]1[C:10]2[C:5](=[CH:6][N:7]=[CH:8][CH:9]=2)[O:4][C:3]=1[C:11]([O:13][CH2:14][CH3:15])=[O:12].CCN(C(C)C)C(C)C.[F:25][C:26]([F:41])([C:37]([F:40])([F:39])[F:38])[C:27]([F:36])([F:35])[C:28]([F:34])([F:33])[S:29](F)(=[O:31])=[O:30]. Product: [F:41][C:26]([F:25])([C:37]([F:38])([F:39])[F:40])[C:27]([F:35])([F:36])[C:28]([F:34])([F:33])[S:29]([O:1][C:2]1[C:10]2[C:5](=[CH:6][N:7]=[CH:8][CH:9]=2)[O:4][C:3]=1[C:11]([O:13][CH2:14][CH3:15])=[O:12])(=[O:30])=[O:31]. The catalyst class is: 2.